Dataset: Reaction yield outcomes from USPTO patents with 853,638 reactions. Task: Predict the reaction yield, written as a fraction of the theoretical maximum amount of product (1.0 means a 100% yield; for example, 0.34 means a 34% yield). (1) The reactants are C([O:3][C:4]([C:6]1[C:7]([S:17][CH3:18])=[N:8][C:9]2[C:14]([C:15]=1[OH:16])=[CH:13][CH:12]=[CH:11][CH:10]=2)=[O:5])C.Cl. The catalyst is [OH-].[Na+]. The product is [CH3:18][S:17][C:7]1[NH:8][C:9]2[C:14]([C:15](=[O:16])[C:6]=1[C:4]([OH:5])=[O:3])=[CH:13][CH:12]=[CH:11][CH:10]=2. The yield is 0.850. (2) The reactants are [CH3:1][C:2]([Si:5](Cl)([CH3:7])[CH3:6])([CH3:4])[CH3:3].[OH:9][CH2:10][CH2:11][CH2:12][CH2:13][CH2:14][C:15]([O:17][CH3:18])=[O:16].N1C=CN=C1.O. The catalyst is CN(C=O)C.CCOC(C)=O. The product is [Si:5]([O:9][CH2:10][CH2:11][CH2:12][CH2:13][CH2:14][C:15]([O:17][CH3:18])=[O:16])([C:2]([CH3:4])([CH3:3])[CH3:1])([CH3:7])[CH3:6]. The yield is 0.730. (3) The reactants are [OH:1][N:2]=[C:3]([Cl:14])[C@H:4]1[CH2:8][O:7][C:6]2([CH2:13][CH2:12][CH2:11][CH2:10][CH2:9]2)[O:5]1.[CH3:15][S:16](Cl)(=[O:18])=[O:17].C(N(C(C)C)C(C)C)C. The catalyst is C1COCC1. The product is [CH3:15][S:16]([O:1][N:2]=[C:3]([Cl:14])[C@H:4]1[CH2:8][O:7][C:6]2([CH2:13][CH2:12][CH2:11][CH2:10][CH2:9]2)[O:5]1)(=[O:18])=[O:17]. The yield is 0.738. (4) The reactants are [N+:1]([C:3]1[CH:14]=[CH:13][CH:12]=[CH:11][C:4]=1[CH2:5][NH:6][C:7]([NH:9][CH3:10])=[O:8])#[C-:2].[C:15]([CH2:17][C:18]([OH:20])=O)#[N:16].CN(C)C=O.CS(Cl)(=O)=O. The catalyst is O.C(O)(C)C.O. The product is [C:15]([CH2:17][C:18]([N:9]([CH3:10])[C:7](=[O:8])[NH:6][CH2:5][C:4]1[CH:11]=[CH:12][CH:13]=[CH:14][C:3]=1[N+:1]#[C-:2])=[O:20])#[N:16]. The yield is 0.680. (5) The reactants are [CH:1]([B-](F)(F)F)=[CH2:2].[K+].C1C=CC(P(C2C=CC=CC=2)C2C=CC=CC=2)=CC=1.C([O-])([O-])=O.[Cs+].[Cs+].Br[C:34]1[CH:35]=[CH:36][C:37]([CH:40]([F:42])[F:41])=[N:38][CH:39]=1. The catalyst is C1COCC1.O.Cl[Pd]Cl.O. The product is [F:41][CH:40]([F:42])[C:37]1[CH:36]=[CH:35][C:34]([CH:1]=[CH2:2])=[CH:39][N:38]=1. The yield is 0.750.